This data is from Full USPTO retrosynthesis dataset with 1.9M reactions from patents (1976-2016). The task is: Predict the reactants needed to synthesize the given product. (1) Given the product [F:1][C:2]1[CH:3]=[C:4]([NH:45][S:46]([CH2:49][CH2:50][O:51][CH3:52])(=[O:47])=[O:48])[CH:5]=[C:6]([C:8]2[C:16]3[C:15]([NH:17][C@H:18]([C:20]4[N:25]([C:26]5[CH:27]=[CH:28][CH:29]=[CH:30][CH:31]=5)[C:24](=[O:32])[C:23]5=[C:33]([CH3:36])[CH:34]=[CH:35][N:22]5[N:21]=4)[CH3:19])=[N:14][CH:13]=[N:12][C:11]=3[NH:10][CH:9]=2)[CH:7]=1, predict the reactants needed to synthesize it. The reactants are: [F:1][C:2]1[CH:3]=[C:4]([NH:45][S:46]([CH2:49][CH2:50][O:51][CH3:52])(=[O:48])=[O:47])[CH:5]=[C:6]([C:8]2[C:16]3[C:15]([NH:17][C@H:18]([C:20]4[N:25]([C:26]5[CH:31]=[CH:30][CH:29]=[CH:28][CH:27]=5)[C:24](=[O:32])[C:23]5=[C:33]([CH3:36])[CH:34]=[CH:35][N:22]5[N:21]=4)[CH3:19])=[N:14][CH:13]=[N:12][C:11]=3[N:10](COCC[Si](C)(C)C)[CH:9]=2)[CH:7]=1.FC(F)(F)C(O)=O.N. (2) Given the product [Cl:1][C:2]1[CH:10]=[C:9]2[C:5]([C:6]([CH:19]=[O:20])=[CH:7][NH:8]2)=[CH:4][C:3]=1[C:26]1[CH:27]=[N:28][C:29]([N:32]2[CH2:37][CH2:36][O:35][CH2:34][CH2:33]2)=[N:30][CH:31]=1, predict the reactants needed to synthesize it. The reactants are: [Cl:1][C:2]1[CH:10]=[C:9]2[C:5]([CH:6]=[CH:7][NH:8]2)=[CH:4][C:3]=1B1OCC(C)(C)CO1.[C:19](=O)([O-])[O-:20].[K+].[K+].Br[C:26]1[CH:27]=[N:28][C:29]([N:32]2[CH2:37][CH2:36][O:35][CH2:34][CH2:33]2)=[N:30][CH:31]=1. (3) Given the product [N:35]1([CH2:41][C:42]2[NH:44][N:45]=[C:5]([C:7]3[CH:8]=[C:9]4[C:13](=[CH:14][CH:15]=3)[NH:12][N:11]=[C:10]4[C:16]3[CH:25]=[CH:24][C:23]4[C:18](=[CH:19][CH:20]=[C:21]([O:26][CH2:27][CH2:28][N:29]5[CH2:30][CH2:31][CH2:32][CH2:33][CH2:34]5)[CH:22]=4)[CH:17]=3)[N:6]=2)[CH2:40][CH2:39][O:38][CH2:37][CH2:36]1, predict the reactants needed to synthesize it. The reactants are: Cl.C(O[C:5]([C:7]1[CH:8]=[C:9]2[C:13](=[CH:14][CH:15]=1)[NH:12][N:11]=[C:10]2[C:16]1[CH:25]=[CH:24][C:23]2[C:18](=[CH:19][CH:20]=[C:21]([O:26][CH2:27][CH2:28][N:29]3[CH2:34][CH2:33][CH2:32][CH2:31][CH2:30]3)[CH:22]=2)[CH:17]=1)=[NH:6])C.[N:35]1([CH2:41][C:42]([NH:44][NH2:45])=O)[CH2:40][CH2:39][O:38][CH2:37][CH2:36]1.C(N(CC)CC)C. (4) Given the product [Br:38][C:35]1[CH:36]=[CH:37][C:32]([CH2:31][C@@:18]2([CH3:30])[N:17]3[C:13]([C:11]([NH:10][C:7]4([C:5]([OH:6])=[O:4])[CH2:8][CH2:9]4)=[O:12])=[CH:14][N:15]=[C:16]3[N:20]([C:21]3[CH:22]=[C:23]([Cl:28])[CH:24]=[C:25]([Cl:27])[CH:26]=3)[C:19]2=[O:29])=[CH:33][CH:34]=1, predict the reactants needed to synthesize it. The reactants are: C([O:4][C:5]([C:7]1([NH:10][C:11]([C:13]2[N:17]3[C@@:18]([CH2:31][C:32]4[CH:37]=[CH:36][C:35]([Br:38])=[CH:34][CH:33]=4)([CH3:30])[C:19](=[O:29])[N:20]([C:21]4[CH:26]=[C:25]([Cl:27])[CH:24]=[C:23]([Cl:28])[CH:22]=4)[C:16]3=[N:15][CH:14]=2)=[O:12])[CH2:9][CH2:8]1)=[O:6])C=C.N1CCOCC1. (5) Given the product [CH2:1]([C:3]1[N:4]=[C:5]([CH2:27][CH2:28][CH3:29])[N:6]([CH2:12][C:13]2[CH:18]=[CH:17][C:16]([C:19]3[C:20]([C:25]#[N:26])=[CH:21][CH:22]=[CH:23][CH:24]=3)=[CH:15][CH:14]=2)[C:7](=[O:11])[C:8]=1[CH:9]([OH:10])[CH:32]([CH3:33])[CH3:31])[CH3:2], predict the reactants needed to synthesize it. The reactants are: [CH2:1]([C:3]1[N:4]=[C:5]([CH2:27][CH2:28][CH3:29])[N:6]([CH2:12][C:13]2[CH:18]=[CH:17][C:16]([C:19]3[C:20]([C:25]#[N:26])=[CH:21][CH:22]=[CH:23][CH:24]=3)=[CH:15][CH:14]=2)[C:7](=[O:11])[C:8]=1[CH:9]=[O:10])[CH3:2].O1C[CH2:33][CH2:32][CH2:31]1. (6) Given the product [F:18][C:17]1[C:12]([NH:11][C@@H:7]2[CH2:8][CH2:9][CH2:10][N:5]([C:1](=[O:4])[CH:2]=[CH2:3])[CH2:6]2)=[N:13][C:14]([NH:19][C:20]2[CH:21]=[C:22]3[C:26](=[CH:27][CH:28]=2)[CH2:25][N:24]([CH2:29][CH:30]2[CH2:35][CH2:34][NH:33][CH2:32][CH2:31]2)[CH2:23]3)=[N:15][CH:16]=1, predict the reactants needed to synthesize it. The reactants are: [C:1]([N:5]1[CH2:10][CH2:9][CH2:8][C@@H:7]([NH:11][C:12]2[C:17]([F:18])=[CH:16][N:15]=[C:14]([NH:19][C:20]3[CH:21]=[C:22]4[C:26](=[CH:27][CH:28]=3)[CH2:25][N:24]([CH2:29][CH:30]3[CH2:35][CH2:34][N:33](C(OC(C)(C)C)=O)[CH2:32][CH2:31]3)[CH2:23]4)[N:13]=2)[CH2:6]1)(=[O:4])[CH:2]=[CH2:3]. (7) Given the product [NH2:28]/[C:29](=[N:34]\[O:18][C:17]([C:6]1[C:7]2[C:11]([CH3:12])([CH3:13])[O:10][C:9]([CH3:14])([CH3:15])[C:8]=2[S:16][C:5]=1[NH:4][C:1](=[O:3])[CH3:2])=[O:19])/[CH:30]1[CH2:32][CH2:31]1, predict the reactants needed to synthesize it. The reactants are: [C:1]([NH:4][C:5]1[S:16][C:8]2[C:9]([CH3:15])([CH3:14])[O:10][C:11]([CH3:13])([CH3:12])[C:7]=2[C:6]=1[C:17]([OH:19])=[O:18])(=[O:3])[CH3:2].CN(C(O[N:28]1N=N[C:30]2[CH:31]=[CH:32]C=[N:34][C:29]1=2)=[N+](C)C)C.F[P-](F)(F)(F)(F)F.CCN(C(C)C)C(C)C.O/N=C(/C1CC1)\N.[NH4+].[Cl-]. (8) Given the product [CH2:1]([O:4][C:5]1([CH3:45])[CH2:10][CH2:9][N:8]([C:11]2[N:16]3[N:17]=[C:18]([C:20]4[S:21][C:22]([CH2:25][C:26]5[CH:31]=[CH:30][CH:29]=[CH:28][C:27]=5[O:32][CH2:49][CH2:48][CH:47]=[CH2:46])=[CH:23][N:24]=4)[CH:19]=[C:15]3[N:14]=[C:13]([CH3:33])[C:12]=2[C@H:34]([O:40][C:41]([CH3:44])([CH3:43])[CH3:42])[C:35]([O:37][CH2:38][CH3:39])=[O:36])[CH2:7][CH2:6]1)[CH:2]=[CH2:3], predict the reactants needed to synthesize it. The reactants are: [CH2:1]([O:4][C:5]1([CH3:45])[CH2:10][CH2:9][N:8]([C:11]2[N:16]3[N:17]=[C:18]([C:20]4[S:21][C:22]([CH2:25][C:26]5[CH:31]=[CH:30][CH:29]=[CH:28][C:27]=5[OH:32])=[CH:23][N:24]=4)[CH:19]=[C:15]3[N:14]=[C:13]([CH3:33])[C:12]=2[C@H:34]([O:40][C:41]([CH3:44])([CH3:43])[CH3:42])[C:35]([O:37][CH2:38][CH3:39])=[O:36])[CH2:7][CH2:6]1)[CH:2]=[CH2:3].[CH2:46](O)[CH2:47][CH:48]=[CH2:49].C1C=CC(P(C2C=CC=CC=2)C2C=CC=CC=2)=CC=1.CC(OC(/N=N/C(OC(C)C)=O)=O)C. (9) Given the product [CH3:1][O:2][C:3]([C:5]1[CH:15]=[CH:14][C:8]2[N:9]=[C:10]([CH2:12][Br:17])[S:11][C:7]=2[CH:6]=1)=[O:4], predict the reactants needed to synthesize it. The reactants are: [CH3:1][O:2][C:3]([C:5]1[CH:15]=[CH:14][C:8]2[N:9]=[C:10]([CH2:12]O)[S:11][C:7]=2[CH:6]=1)=[O:4].P(Br)(Br)[Br:17].O.